Dataset: TCR-epitope binding with 47,182 pairs between 192 epitopes and 23,139 TCRs. Task: Binary Classification. Given a T-cell receptor sequence (or CDR3 region) and an epitope sequence, predict whether binding occurs between them. (1) The epitope is TEILPVSMTK. The TCR CDR3 sequence is CASSYGTEAFF. Result: 0 (the TCR does not bind to the epitope). (2) The epitope is KRWIIMGLNK. The TCR CDR3 sequence is CASSLEGPAYEQYF. Result: 0 (the TCR does not bind to the epitope).